From a dataset of Peptide-MHC class I binding affinity with 185,985 pairs from IEDB/IMGT. Regression. Given a peptide amino acid sequence and an MHC pseudo amino acid sequence, predict their binding affinity value. This is MHC class I binding data. (1) The peptide sequence is RLYEWQHVS. The MHC is HLA-A11:01 with pseudo-sequence HLA-A11:01. The binding affinity (normalized) is 0.170. (2) The peptide sequence is YRNFSFSLK. The MHC is HLA-B57:01 with pseudo-sequence HLA-B57:01. The binding affinity (normalized) is 0.0847. (3) The peptide sequence is SDYLEADTI. The MHC is Patr-B2401 with pseudo-sequence Patr-B2401. The binding affinity (normalized) is 0.795. (4) The peptide sequence is GRRATAILR. The MHC is HLA-B18:01 with pseudo-sequence HLA-B18:01. The binding affinity (normalized) is 0.0847.